From a dataset of Full USPTO retrosynthesis dataset with 1.9M reactions from patents (1976-2016). Predict the reactants needed to synthesize the given product. (1) Given the product [CH3:11][N:4]1[C:5]2[C:6](=[N:7][CH:8]=[CH:9][CH:10]=2)[C:2]([C:18]2[CH:19]=[CH:20][C:15]([N+:12]([O-:14])=[O:13])=[CH:16][CH:17]=2)=[CH:3]1, predict the reactants needed to synthesize it. The reactants are: Br[C:2]1[C:6]2=[N:7][CH:8]=[CH:9][CH:10]=[C:5]2[N:4]([CH3:11])[CH:3]=1.[N+:12]([C:15]1[CH:20]=[CH:19][C:18](B(O)O)=[CH:17][CH:16]=1)([O-:14])=[O:13].C([O-])([O-])=O.[Na+].[Na+]. (2) Given the product [Cl:1][C:2]1[CH:9]=[C:8]([N:10]2[CH:14]=[CH:13][C:12]([C:15]([F:18])([F:17])[F:16])=[N:11]2)[CH:7]=[CH:6][C:3]=1[CH2:4][NH:22][CH:19]1[CH2:21][CH2:20]1, predict the reactants needed to synthesize it. The reactants are: [Cl:1][C:2]1[CH:9]=[C:8]([N:10]2[CH:14]=[CH:13][C:12]([C:15]([F:18])([F:17])[F:16])=[N:11]2)[CH:7]=[CH:6][C:3]=1[CH:4]=O.[CH:19]1([NH2:22])[CH2:21][CH2:20]1.[BH4-].[Na+]. (3) The reactants are: [OH:1][C:2]1[CH:7]=[CH:6][C:5]([CH2:8][C:9]([O:11][CH2:12][CH3:13])=[O:10])=[CH:4][CH:3]=1.[C:14]([O-])([O-])=O.[K+].[K+].S(OC)(OC)(=O)=O. Given the product [CH3:14][O:1][C:2]1[CH:3]=[CH:4][C:5]([CH2:8][C:9]([O:11][CH2:12][CH3:13])=[O:10])=[CH:6][CH:7]=1, predict the reactants needed to synthesize it. (4) Given the product [NH:1]1[CH:5]=[CH:4][C:3]2[C:6](=[O:9])[NH:7][C:8]3([CH2:11][CH2:10]3)[C:2]1=2, predict the reactants needed to synthesize it. The reactants are: [NH:1]1[CH:5]=[CH:4][C:3]2[C:6](=[O:9])[NH:7][CH2:8][C:2]1=2.[C:10](OC(NC1(C(O)=O)CC1)=O)(C)(C)[CH3:11].